The task is: Predict the product of the given reaction.. This data is from Forward reaction prediction with 1.9M reactions from USPTO patents (1976-2016). (1) Given the reactants [F:1][C:2]1[CH:7]=[CH:6][C:5]([C:8]2[O:9][C:10]3[CH:20]=[C:19]([N:21]([CH2:26][CH2:27][CH2:28][OH:29])[S:22]([CH3:25])(=[O:24])=[O:23])[C:18]([C:30]4[CH:35]=[CH:34][CH:33]=[C:32]([C:36]5[O:37][C:38]6[C:39]([N:44]=5)=[N:40][CH:41]=[CH:42][CH:43]=6)[CH:31]=4)=[CH:17][C:11]=3[C:12]=2[C:13]([NH:15][CH3:16])=[O:14])=[CH:4][CH:3]=1, predict the reaction product. The product is: [F:1][C:2]1[CH:3]=[CH:4][C:5]([C:8]2[O:9][C:10]3[CH:20]=[C:19]([N:21]([CH2:26][CH2:27][CH:28]=[O:29])[S:22]([CH3:25])(=[O:24])=[O:23])[C:18]([C:30]4[CH:35]=[CH:34][CH:33]=[C:32]([C:36]5[O:37][C:38]6[C:39]([N:44]=5)=[N:40][CH:41]=[CH:42][CH:43]=6)[CH:31]=4)=[CH:17][C:11]=3[C:12]=2[C:13]([NH:15][CH3:16])=[O:14])=[CH:6][CH:7]=1. (2) Given the reactants I[C:2]1[CH:3]=[C:4]2[C:9](=[CH:10][CH:11]=1)[O:8][C@@H:7]([CH2:12][NH:13][C:14](=[O:20])[O:15][C:16]([CH3:19])([CH3:18])[CH3:17])[CH2:6][CH2:5]2.[C:21]([O:30][CH2:31][CH3:32])(=[O:29])[C:22]1[C:23](=[CH:25][CH:26]=[CH:27][CH:28]=1)[OH:24].CC(C)(C(=O)CC(=O)C(C)(C)C)C.C(=O)([O-])[O-].[Cs+].[Cs+], predict the reaction product. The product is: [C:16]([O:15][C:14]([NH:13][CH2:12][C@H:7]1[CH2:6][CH2:5][C:4]2[C:9](=[CH:10][CH:11]=[C:2]([O:24][C:23]3[CH:25]=[CH:26][CH:27]=[CH:28][C:22]=3[C:21]([O:30][CH2:31][CH3:32])=[O:29])[CH:3]=2)[O:8]1)=[O:20])([CH3:19])([CH3:18])[CH3:17]. (3) Given the reactants [Cl:1][C:2]1[N:3]=[CH:4][CH:5]=[C:6]2[C:11]=1[N:10]=[CH:9][C:8]([OH:12])=[CH:7]2.[CH:13]1([CH2:16]O)[CH2:15][CH2:14]1.C1(P(C2C=CC=CC=2)C2C=CC=CC=2)C=CC=CC=1.N(C(OC(C)C)=O)=NC(OC(C)C)=O, predict the reaction product. The product is: [Cl:1][C:2]1[N:3]=[CH:4][CH:5]=[C:6]2[C:11]=1[N:10]=[CH:9][C:8]([O:12][CH2:16][CH:13]1[CH2:15][CH2:14]1)=[CH:7]2. (4) Given the reactants [CH3:1][C@@H:2]1[C@H:7]([N:8]2[CH2:12][CH2:11][NH:10][C:9]2=[O:13])[CH2:6][CH2:5][CH2:4][N:3]1[C:14]([O:16][CH2:17][C:18]1[CH:23]=[CH:22][CH:21]=[CH:20][CH:19]=1)=[O:15].[H-].[Na+].I[CH3:27], predict the reaction product. The product is: [CH3:1][C@@H:2]1[C@H:7]([N:8]2[CH2:12][CH2:11][N:10]([CH3:27])[C:9]2=[O:13])[CH2:6][CH2:5][CH2:4][N:3]1[C:14]([O:16][CH2:17][C:18]1[CH:23]=[CH:22][CH:21]=[CH:20][CH:19]=1)=[O:15]. (5) Given the reactants [Cl:1][C:2]1[CH:3]=[CH:4][C:5]([CH:8]2[CH2:13][CH:12]([S:14]([C:17]3[CH:22]=[CH:21][CH:20]=[C:19]([C:23]([F:26])([F:25])[F:24])[CH:18]=3)(=[O:16])=[O:15])[CH2:11][CH2:10][O:9]2)=[N:6][CH:7]=1.[CH3:27]C([O-])(C)C.[K+], predict the reaction product. The product is: [Cl:1][C:2]1[CH:3]=[CH:4][C:5]([CH:8]2[CH2:13][C:12]([CH3:27])([S:14]([C:17]3[CH:22]=[CH:21][CH:20]=[C:19]([C:23]([F:26])([F:25])[F:24])[CH:18]=3)(=[O:16])=[O:15])[CH2:11][CH2:10][O:9]2)=[N:6][CH:7]=1.